From a dataset of Reaction yield outcomes from USPTO patents with 853,638 reactions. Predict the reaction yield, written as a fraction of the theoretical maximum amount of product (1.0 means a 100% yield; for example, 0.34 means a 34% yield). The reactants are [OH:1][CH:2]([CH2:18][N:19]1[CH2:24][CH2:23][O:22][CH2:21][CH2:20]1)[CH2:3][N:4]1[CH2:10][CH2:9][CH2:8][C:7]2[NH:11][C:12]([CH:15]=O)=[C:13]([CH3:14])[C:6]=2[C:5]1=[O:17].[O:25]([C:27]1[CH:35]=[C:34]2[C:30]([CH2:31][C:32](=[O:36])[NH:33]2)=[CH:29][CH:28]=1)[CH3:26].N1CCCCC1. The catalyst is C(O)C. The product is [OH:1][C@H:2]([CH2:18][N:19]1[CH2:24][CH2:23][O:22][CH2:21][CH2:20]1)[CH2:3][N:4]1[CH2:10][CH2:9][CH2:8][C:7]2[NH:11][C:12](/[CH:15]=[C:31]3\[C:32](=[O:36])[NH:33][C:34]4[C:30]\3=[CH:29][CH:28]=[C:27]([O:25][CH3:26])[CH:35]=4)=[C:13]([CH3:14])[C:6]=2[C:5]1=[O:17]. The yield is 0.510.